From a dataset of Forward reaction prediction with 1.9M reactions from USPTO patents (1976-2016). Predict the product of the given reaction. (1) The product is: [CH3:13][C:14]1[CH:19]=[C:18]([N+:20]([O-:22])=[O:21])[CH:17]=[CH:16][C:15]=1[N:23]=[C:24]1[N:9]([CH2:8][CH:2]2[CH2:7][CH2:6][CH2:5][CH2:4][CH2:3]2)[CH2:10][CH2:11][S:25]1. Given the reactants [Cl-].[CH:2]1([CH2:8][NH2+:9][CH2:10][CH2:11]Cl)[CH2:7][CH2:6][CH2:5][CH2:4][CH2:3]1.[CH3:13][C:14]1[CH:19]=[C:18]([N+:20]([O-:22])=[O:21])[CH:17]=[CH:16][C:15]=1[N:23]=[C:24]=[S:25], predict the reaction product. (2) Given the reactants [CH2:1]([O:8][C:9]1[CH:14]=[CH:13][C:12]([C:15]2[CH:20]=[CH:19][C:18]([O:21][C:22]([F:25])([F:24])[F:23])=[CH:17][CH:16]=2)=[CH:11][C:10]=1[CH:26]=O)[C:2]1[CH:7]=[CH:6][CH:5]=[CH:4][CH:3]=1.C(O)(=O)[CH2:29][C:30]([OH:32])=[O:31].N1CCCCC1.Cl, predict the reaction product. The product is: [CH2:1]([O:8][C:9]1[CH:14]=[CH:13][C:12]([C:15]2[CH:16]=[CH:17][C:18]([O:21][C:22]([F:24])([F:25])[F:23])=[CH:19][CH:20]=2)=[CH:11][C:10]=1/[CH:26]=[CH:29]/[C:30]([OH:32])=[O:31])[C:2]1[CH:7]=[CH:6][CH:5]=[CH:4][CH:3]=1. (3) The product is: [CH2:23]([C:11]([CH2:17][CH2:18][CH2:19][CH2:20][CH2:21][CH3:22])([CH2:10][OH:9])[CH2:12][OH:13])[CH2:24][CH2:25][CH2:26][CH2:27][CH3:28]. Given the reactants [H-].[Al+3].[Li+].[H-].[H-].[H-].C([O:9][C:10](=O)[C:11]([CH2:23][CH2:24][CH2:25][CH2:26][CH2:27][CH3:28])([CH2:17][CH2:18][CH2:19][CH2:20][CH2:21][CH3:22])[C:12](OCC)=[O:13])C, predict the reaction product. (4) Given the reactants [S:1]1[CH:5]=[CH:4][CH:3]=[C:2]1[C:6]([NH2:8])=[NH:7].[CH:9](=[C:16]([C:19]#[N:20])[C:17]#[N:18])[C:10]1[CH:15]=[CH:14][CH:13]=[CH:12][CH:11]=1, predict the reaction product. The product is: [NH2:20][CH2:19][C:16]1[C:17]([NH2:18])=[N:7][C:6]([C:2]2[S:1][CH:5]=[CH:4][CH:3]=2)=[N:8][C:9]=1[C:10]1[CH:15]=[CH:14][CH:13]=[CH:12][CH:11]=1. (5) The product is: [F:48][CH:47]([F:49])[CH2:46][N:23]1[CH2:24][CH2:25][CH:20]([C:17]2[CH:18]=[C:19]3[C:14](=[CH:15][C:16]=2[O:26][CH3:27])[N:13]=[N:12][C:11]([C:28]([NH2:30])=[O:29])=[C:10]3[NH:9][C:3]2[CH:4]=[CH:5][C:6]([CH3:8])=[CH:7][C:2]=2[F:1])[CH2:21][CH2:22]1. Given the reactants [F:1][C:2]1[CH:7]=[C:6]([CH3:8])[CH:5]=[CH:4][C:3]=1[NH:9][C:10]1[C:19]2[C:14](=[CH:15][C:16]([O:26][CH3:27])=[C:17]([CH:20]3[CH2:25][CH2:24][NH:23][CH2:22][CH2:21]3)[CH:18]=2)[N:13]=[N:12][C:11]=1[C:28]([NH2:30])=[O:29].C(N(CC)C(C)C)(C)C.FC(F)(F)S(O[CH2:46][CH:47]([F:49])[F:48])(=O)=O, predict the reaction product. (6) Given the reactants [CH2:1]([N:8]1[CH2:13][C@@H:12]([CH3:14])[CH2:11][C:10](=[O:15])[CH2:9]1)[C:2]1[CH:7]=[CH:6][CH:5]=[CH:4][CH:3]=1.CCC(C)[BH-](C(C)CC)C(C)CC.[K+], predict the reaction product. The product is: [CH2:1]([N:8]1[CH2:13][C@@H:12]([CH3:14])[CH2:11][C@H:10]([OH:15])[CH2:9]1)[C:2]1[CH:3]=[CH:4][CH:5]=[CH:6][CH:7]=1. (7) Given the reactants [CH2:1]([O:8][C:9]1[CH:14]=[CH:13][C:12]([N:15]2[C:19]3[CH:20]=[CH:21][CH:22]=[CH:23][C:18]=3[N:17]=[C:16]2[C:24]2[CH:32]=[CH:31][C:27]([C:28]([OH:30])=O)=[CH:26][CH:25]=2)=[CH:11][CH:10]=1)[C:2]1[CH:7]=[CH:6][CH:5]=[CH:4][CH:3]=1.Cl.[CH:34]([NH2:37])([CH3:36])[CH3:35].C(N(CC)CC)C.CCCP1(OP(CCC)(=O)OP(CCC)(=O)O1)=O, predict the reaction product. The product is: [CH2:1]([O:8][C:9]1[CH:14]=[CH:13][C:12]([N:15]2[C:19]3[CH:20]=[CH:21][CH:22]=[CH:23][C:18]=3[N:17]=[C:16]2[C:24]2[CH:25]=[CH:26][C:27]([C:28]([NH:37][CH:34]([CH3:36])[CH3:35])=[O:30])=[CH:31][CH:32]=2)=[CH:11][CH:10]=1)[C:2]1[CH:3]=[CH:4][CH:5]=[CH:6][CH:7]=1.